Dataset: Catalyst prediction with 721,799 reactions and 888 catalyst types from USPTO. Task: Predict which catalyst facilitates the given reaction. (1) Reactant: F[C:2]1[C:7]([F:8])=[CH:6][C:5]([F:9])=[CH:4][N:3]=1.[C:10]([O:18][CH2:19][CH3:20])(=[O:17])[CH2:11][C:12]([O:14][CH2:15][CH3:16])=[O:13].C(=O)([O-])[O-].[Cs+].[Cs+]. Product: [CH2:15]([O:14][C:12](=[O:13])[CH:11]([C:2]1[C:7]([F:8])=[CH:6][C:5]([F:9])=[CH:4][N:3]=1)[C:10]([O:18][CH2:19][CH3:20])=[O:17])[CH3:16]. The catalyst class is: 148. (2) Reactant: Cl[C:2]1[N:3]=[C:4](C2CCOCC=2)[C:5]2[S:10][CH:9]=[CH:8][C:6]=2[N:7]=1.C([O-])([O-])=O.[Na+].[Na+]. Product: [N:7]1[C:6]2[CH:8]=[CH:9][S:10][C:5]=2[CH:4]=[N:3][CH:2]=1. The catalyst class is: 234. (3) Reactant: [F:1][C:2]([F:32])([F:31])[C:3]([C:6]1[CH:11]=[CH:10][C:9]([N:12]2[CH2:17][CH2:16][N:15]([S:18]([C:21]3[S:22][CH:23]=[CH:24][CH:25]=3)(=[O:20])=[O:19])[CH2:14][C@@H:13]2[CH2:26][NH:27][CH:28]([CH3:30])[CH3:29])=[CH:8][CH:7]=1)([OH:5])[CH3:4].[C:33]1([S:39](Cl)(=[O:41])=[O:40])[CH:38]=[CH:37][CH:36]=[CH:35][CH:34]=1.CCN(C(C)C)C(C)C. Product: [CH3:30][CH:28]([N:27]([CH2:26][C@H:13]1[CH2:14][N:15]([S:18]([C:21]2[S:22][CH:23]=[CH:24][CH:25]=2)(=[O:20])=[O:19])[CH2:16][CH2:17][N:12]1[C:9]1[CH:8]=[CH:7][C:6]([C:3]([OH:5])([CH3:4])[C:2]([F:1])([F:31])[F:32])=[CH:11][CH:10]=1)[S:39]([C:33]1[CH:38]=[CH:37][CH:36]=[CH:35][CH:34]=1)(=[O:41])=[O:40])[CH3:29]. The catalyst class is: 172.